From a dataset of Catalyst prediction with 721,799 reactions and 888 catalyst types from USPTO. Predict which catalyst facilitates the given reaction. (1) Reactant: [F:1][C:2]1[CH:18]=[CH:17][C:16]([F:19])=[CH:15][C:3]=1[CH2:4][CH:5]1[CH2:10][CH:9]([C:11]([O:13][CH3:14])=[O:12])[CH2:8][CH2:7][NH:6]1.CCN(C(C)C)C(C)C.[C:29](Cl)(=[O:32])[O:30][CH3:31]. Product: [F:1][C:2]1[CH:18]=[CH:17][C:16]([F:19])=[CH:15][C:3]=1[CH2:4][CH:5]1[CH2:10][CH:9]([C:11]([O:13][CH3:14])=[O:12])[CH2:8][CH2:7][N:6]1[C:29]([O:30][CH3:31])=[O:32]. The catalyst class is: 2. (2) Reactant: [CH2:1]([N:3]1[CH2:8][C:7]([CH3:10])([CH3:9])[O:6][C:5](=[O:11])[CH:4]1[CH2:12][C:13]([OH:15])=O)[CH3:2].C(N(C(C)C)CC)(C)C.CN(C(ON1N=NC2C=CC=NC1=2)=[N+](C)C)C.F[P-](F)(F)(F)(F)F.[S:49]1[CH:53]=[CH:52][CH:51]=[C:50]1[CH2:54][NH2:55]. Product: [CH2:1]([N:3]1[CH2:8][C:7]([CH3:9])([CH3:10])[O:6][C:5](=[O:11])[CH:4]1[CH2:12][C:13]([NH:55][CH2:54][C:50]1[S:49][CH:53]=[CH:52][CH:51]=1)=[O:15])[CH3:2]. The catalyst class is: 3.